Dataset: Forward reaction prediction with 1.9M reactions from USPTO patents (1976-2016). Task: Predict the product of the given reaction. (1) Given the reactants [CH2:1]([C:3]([C:7]1[C:15]2[NH:14][C:13](=[O:16])[NH:12][C:11]=2[CH:10]=[CH:9][CH:8]=1)(O)[CH2:4][CH3:5])[CH3:2].Cl, predict the reaction product. The product is: [CH2:1]([CH:3]([C:7]1[C:15]2[NH:14][C:13](=[O:16])[NH:12][C:11]=2[CH:10]=[CH:9][CH:8]=1)[CH2:4][CH3:5])[CH3:2]. (2) Given the reactants [Br:1][C:2]1[CH:3]=[N:4][C:5]([O:11][CH2:12][CH2:13][O:14][CH3:15])=[C:6]([CH:10]=1)[C:7]([OH:9])=[O:8].OS(O)(=O)=O.[CH3:21]O, predict the reaction product. The product is: [CH3:21][O:8][C:7](=[O:9])[C:6]1[CH:10]=[C:2]([Br:1])[CH:3]=[N:4][C:5]=1[O:11][CH2:12][CH2:13][O:14][CH3:15]. (3) Given the reactants [N:1]1([C:6]([NH:8][C:9]2[NH:10][C:11]([CH3:16])=[CH:12][C:13](=[O:15])[N:14]=2)=[O:7])[CH:5]=[CH:4][N:3]=[CH:2]1.[CH3:17][NH:18][CH2:19][CH:20](N)N, predict the reaction product. The product is: [CH3:2][N:3]([CH2:4][CH2:5][NH:1][C:6]([NH:8][C:17]1[NH:18][C:19]([CH3:20])=[CH:12][C:13](=[O:15])[N:14]=1)=[O:7])[CH2:4][CH2:5][NH:1][C:6]([NH:8][C:9]1[NH:10][C:11]([CH3:16])=[CH:12][C:13](=[O:15])[N:14]=1)=[O:7]. (4) Given the reactants [CH3:1][C:2]([C:4]1[CH:9]=[CH:8][C:7]([O:10][CH3:11])=[C:6]([Cl:12])[CH:5]=1)=[O:3].[H-].[Na+].C([O:17][C:18](=O)[C:19]1[CH:24]=[CH:23][CH:22]=[N:21][CH:20]=1)C, predict the reaction product. The product is: [Cl:12][C:6]1[CH:5]=[C:4]([C:2](=[O:3])[CH2:1][C:18]([C:19]2[CH:20]=[N:21][CH:22]=[CH:23][CH:24]=2)=[O:17])[CH:9]=[CH:8][C:7]=1[O:10][CH3:11]. (5) Given the reactants Br[C:2]1[CH:7]=[CH:6][C:5]([S:8]([CH2:11][CH:12]2[CH2:17][CH:16]([N:18]([CH:20]([CH3:22])[CH3:21])[CH3:19])[CH2:15][CH2:14][CH:13]2[NH:23][C:24](=[O:39])[CH2:25][C:26]2[NH:30][C:29]3[CH:31]=[CH:32][CH:33]=[C:34]([C:35]([F:38])([F:37])[F:36])[C:28]=3[N:27]=2)(=[O:10])=[O:9])=[CH:4][CH:3]=1.[CH2:40]([O:42]C([Sn](CCCC)(CCCC)CCCC)=C)[CH3:41], predict the reaction product. The product is: [C:40]([C:2]1[CH:7]=[CH:6][C:5]([S:8]([CH2:11][C@@H:12]2[CH2:17][C@H:16]([N:18]([CH:20]([CH3:21])[CH3:22])[CH3:19])[CH2:15][CH2:14][C@@H:13]2[NH:23][C:24](=[O:39])[CH2:25][C:26]2[NH:30][C:29]3[CH:31]=[CH:32][CH:33]=[C:34]([C:35]([F:36])([F:37])[F:38])[C:28]=3[N:27]=2)(=[O:10])=[O:9])=[CH:4][CH:3]=1)(=[O:42])[CH3:41].